Task: Predict the reaction yield, written as a fraction of the theoretical maximum amount of product (1.0 means a 100% yield; for example, 0.34 means a 34% yield).. Dataset: Reaction yield outcomes from USPTO patents with 853,638 reactions (1) The reactants are [C:1](=[O:12])(OC(Cl)(Cl)Cl)OC(Cl)(Cl)Cl.[NH:13]([C:15]1[CH:20]=[C:19]([I:21])[CH:18]=[CH:17][N:16]=1)[NH2:14].C(N(CC)CC)C.O. The catalyst is O1CCCC1.ClCCl. The product is [I:21][C:19]1[CH:18]=[CH:17][N:16]2[C:1](=[O:12])[NH:14][N:13]=[C:15]2[CH:20]=1. The yield is 0.580. (2) The reactants are [NH2:1][C:2]1[CH:7]=[C:6]([OH:8])[CH:5]=[CH:4][N:3]=1.Cl[C:10]1[C:15]([CH3:16])=[CH:14][C:13]([N+:17]([O-:19])=[O:18])=[CH:12][N:11]=1.C([O-])([O-])=O.[K+].[K+]. The catalyst is CN(C=O)C. The product is [CH3:16][C:15]1[C:10]([O:8][C:6]2[CH:5]=[CH:4][N:3]=[C:2]([NH2:1])[CH:7]=2)=[N:11][CH:12]=[C:13]([N+:17]([O-:19])=[O:18])[CH:14]=1. The yield is 0.450. (3) The reactants are [NH2:1][C:2]1[NH:6][N:5]=[CH:4][C:3]=1[C:7]#[N:8].CN(C)[CH:11]=[CH:12][C:13]([C:15]1[CH:16]=[CH:17][C:18]([F:27])=[C:19]([N:21]([CH3:26])[S:22]([CH3:25])(=[O:24])=[O:23])[CH:20]=1)=O.C(OCC)(=O)C. The catalyst is C(O)(=O)C. The product is [F:27][C:18]1[CH:17]=[CH:16][C:15]([C:13]2[N:6]3[N:5]=[CH:4][C:3]([C:7]#[N:8])=[C:2]3[N:1]=[CH:11][CH:12]=2)=[CH:20][C:19]=1[N:21]([CH3:26])[S:22]([CH3:25])(=[O:24])=[O:23]. The yield is 0.700. (4) The reactants are [F:1][C:2]1[C:3]([C:15]#N)=[N:4][CH:5]=[CH:6][C:7]=1[C:8]1[CH:9]=[N:10][CH:11]=[CH:12][C:13]=1[CH3:14].[F:17][C:18]1[CH:19]=[CH:20][C:21]([O:26][CH3:27])=[C:22]([Mg]Br)[CH:23]=1.Cl.[OH-:29].[Na+]. The catalyst is C1COCC1.C(Cl)Cl.O. The product is [F:17][C:18]1[CH:19]=[CH:20][C:21]([O:26][CH3:27])=[C:22]([C:15]([C:3]2[C:2]([F:1])=[C:7]([C:8]3[CH:9]=[N:10][CH:11]=[CH:12][C:13]=3[CH3:14])[CH:6]=[CH:5][N:4]=2)=[O:29])[CH:23]=1. The yield is 0.480. (5) The reactants are [CH3:1][Si:2]([C:5]#[C:6][C:7]1[C:8]([CH:16]=O)=[CH:9][C:10]2[O:14][CH2:13][O:12][C:11]=2[CH:15]=1)([CH3:4])[CH3:3].[NH2:18][C:19]1[CH:24]=[CH:23][C:22]([C:25](=[O:27])[CH3:26])=[CH:21][CH:20]=1.[CH:28]1[CH2:32][CH:31]=[CH:30][CH:29]=1. The catalyst is C(#N)C.C(S([O-])(=O)=O)(F)(F)F.C(S([O-])(=O)=O)(F)(F)F.C(S([O-])(=O)=O)(F)(F)F.[Sc+3]. The product is [CH3:4][Si:2]([C:5]#[C:6][C:7]1[C:8]([CH:16]2[CH:31]3[CH2:32][CH:28]=[CH:29][CH:30]3[C:20]3[CH:21]=[C:22]([C:25](=[O:27])[CH3:26])[CH:23]=[CH:24][C:19]=3[NH:18]2)=[CH:9][C:10]2[O:14][CH2:13][O:12][C:11]=2[CH:15]=1)([CH3:1])[CH3:3]. The yield is 0.970.